From a dataset of Full USPTO retrosynthesis dataset with 1.9M reactions from patents (1976-2016). Predict the reactants needed to synthesize the given product. Given the product [N:41]1[C:42]2[C:37](=[CH:36][CH:35]=[C:34]([NH:33][C:15]([CH:12]3[CH2:11][CH2:10][N:9]([C:6]4[CH:5]=[CH:4][C:3]([C:2]([F:1])([F:19])[F:18])=[CH:8][N:7]=4)[CH2:14][CH2:13]3)=[O:17])[CH:43]=2)[CH:38]=[CH:39][CH:40]=1, predict the reactants needed to synthesize it. The reactants are: [F:1][C:2]([F:19])([F:18])[C:3]1[CH:4]=[CH:5][C:6]([N:9]2[CH2:14][CH2:13][CH:12]([C:15]([OH:17])=O)[CH2:11][CH2:10]2)=[N:7][CH:8]=1.C(Cl)(=O)C(Cl)=O.C(N(CC)CC)C.[NH2:33][C:34]1[CH:43]=[C:42]2[C:37]([CH:38]=[CH:39][CH:40]=[N:41]2)=[CH:36][CH:35]=1.